Dataset: Reaction yield outcomes from USPTO patents with 853,638 reactions. Task: Predict the reaction yield, written as a fraction of the theoretical maximum amount of product (1.0 means a 100% yield; for example, 0.34 means a 34% yield). (1) The reactants are [H-].[Na+].[CH:3]([OH:6])([CH3:5])[CH3:4].Cl[C:8]1[C:13]([Cl:14])=[CH:12][CH:11]=[CH:10][N:9]=1. The catalyst is C1COCC1. The product is [Cl:14][C:13]1[C:8]([O:6][CH:3]([CH3:5])[CH3:4])=[N:9][CH:10]=[CH:11][CH:12]=1. The yield is 0.890. (2) The reactants are [CH2:1]([OH:13])[CH2:2][O:3][CH2:4][CH2:5][O:6][CH2:7][CH2:8][O:9][CH2:10][CH2:11][OH:12].[OH-].[Na+].[CH2:16](Cl)[C:17]1[CH:22]=[CH:21][CH:20]=[CH:19][CH:18]=1. The catalyst is [Na+].[Cl-]. The product is [CH2:16]([O:12][CH2:11][CH2:10][O:9][CH2:8][CH2:7][O:6][CH2:5][CH2:4][O:3][CH2:2][CH2:1][OH:13])[C:17]1[CH:22]=[CH:21][CH:20]=[CH:19][CH:18]=1. The yield is 0.710. (3) The catalyst is C(Cl)Cl.CN(C=O)C. The yield is 0.900. The product is [CH3:33][O:34][CH2:35][CH:36]([NH:38][C:20]([C:10]1[CH:9]=[C:8]([C:5]2[CH:6]=[CH:7][C:2]([CH3:1])=[CH:3][CH:4]=2)[CH:13]=[C:12]([N:14]2[C:18]([CH3:19])=[N:17][N:16]=[N:15]2)[CH:11]=1)=[O:22])[CH3:37]. The reactants are [CH3:1][C:2]1[CH:7]=[CH:6][C:5]([C:8]2[CH:13]=[C:12]([N:14]3[C:18]([CH3:19])=[N:17][N:16]=[N:15]3)[CH:11]=[C:10]([C:20]([OH:22])=O)[CH:9]=2)=[CH:4][CH:3]=1.C1C=CC2N(O)N=NC=2C=1.[CH3:33][O:34][CH2:35][CH:36]([NH2:38])[CH3:37].CN1C(=O)CCC1.CCN=C=NCCCN(C)C. (4) The reactants are [CH3:1][O:2][C:3]1[CH:8]=[CH:7][C:6]([N:9]2[C:13]3[C:14](=[O:31])[N:15]([C:18]4[CH:23]=[CH:22][C:21]([N:24]5[CH:29]=[CH:28][CH:27]=[CH:26][C:25]5=[O:30])=[CH:20][CH:19]=4)[CH2:16][CH2:17][C:12]=3[C:11]([C:32]([O:34]CC)=[O:33])=[N:10]2)=[CH:5][CH:4]=1.[OH-].[Li+].CO.Cl. The catalyst is O.C1COCC1. The product is [CH3:1][O:2][C:3]1[CH:8]=[CH:7][C:6]([N:9]2[C:13]3[C:14](=[O:31])[N:15]([C:18]4[CH:19]=[CH:20][C:21]([N:24]5[CH:29]=[CH:28][CH:27]=[CH:26][C:25]5=[O:30])=[CH:22][CH:23]=4)[CH2:16][CH2:17][C:12]=3[C:11]([C:32]([OH:34])=[O:33])=[N:10]2)=[CH:5][CH:4]=1. The yield is 0.790. (5) The reactants are [CH3:1][C:2]1([CH3:9])[O:6][CH:5]([CH2:7][OH:8])[CH2:4][O:3]1.[Br:10][C:11]1[CH:12]=[CH:13][C:14]2[N:15]([CH2:25][CH2:26][CH2:27]Br)[C:16]3[C:21]([C:22]=2[CH:23]=1)=[CH:20][C:19]([Br:24])=[CH:18][CH:17]=3. The catalyst is COCCOC. The product is [Br:24][C:19]1[CH:18]=[CH:17][C:16]2[N:15]([CH2:25][CH2:26][CH2:27][O:8][CH2:7][CH:5]3[CH2:4][O:3][C:2]([CH3:9])([CH3:1])[O:6]3)[C:14]3[C:22]([C:21]=2[CH:20]=1)=[CH:23][C:11]([Br:10])=[CH:12][CH:13]=3. The yield is 0.700.